Task: Regression. Given two drug SMILES strings and cell line genomic features, predict the synergy score measuring deviation from expected non-interaction effect.. Dataset: NCI-60 drug combinations with 297,098 pairs across 59 cell lines (1) Drug 1: CC1=C(C(=CC=C1)Cl)NC(=O)C2=CN=C(S2)NC3=CC(=NC(=N3)C)N4CCN(CC4)CCO. Drug 2: C1=CN(C=N1)CC(O)(P(=O)(O)O)P(=O)(O)O. Cell line: NCI-H522. Synergy scores: CSS=21.2, Synergy_ZIP=-6.99, Synergy_Bliss=-2.76, Synergy_Loewe=-36.8, Synergy_HSA=-2.07. (2) Drug 1: C1=C(C(=O)NC(=O)N1)F. Drug 2: C1CCC(C(C1)N)N.C(=O)(C(=O)[O-])[O-].[Pt+4]. Cell line: HT29. Synergy scores: CSS=47.2, Synergy_ZIP=-1.67, Synergy_Bliss=-3.40, Synergy_Loewe=0.490, Synergy_HSA=1.45. (3) Drug 1: CCC1=C2CN3C(=CC4=C(C3=O)COC(=O)C4(CC)O)C2=NC5=C1C=C(C=C5)O. Drug 2: CN(CC1=CN=C2C(=N1)C(=NC(=N2)N)N)C3=CC=C(C=C3)C(=O)NC(CCC(=O)O)C(=O)O. Cell line: U251. Synergy scores: CSS=42.8, Synergy_ZIP=-8.60, Synergy_Bliss=-9.91, Synergy_Loewe=-8.97, Synergy_HSA=-6.16. (4) Drug 1: CCCS(=O)(=O)NC1=C(C(=C(C=C1)F)C(=O)C2=CNC3=C2C=C(C=N3)C4=CC=C(C=C4)Cl)F. Drug 2: CCCS(=O)(=O)NC1=C(C(=C(C=C1)F)C(=O)C2=CNC3=C2C=C(C=N3)C4=CC=C(C=C4)Cl)F. Cell line: BT-549. Synergy scores: CSS=-0.0860, Synergy_ZIP=1.71, Synergy_Bliss=1.92, Synergy_Loewe=-1.47, Synergy_HSA=-1.24. (5) Drug 1: C1=CC=C(C(=C1)C(C2=CC=C(C=C2)Cl)C(Cl)Cl)Cl. Drug 2: C1CCC(C(C1)N)N.C(=O)(C(=O)[O-])[O-].[Pt+4]. Cell line: HS 578T. Synergy scores: CSS=13.6, Synergy_ZIP=-4.54, Synergy_Bliss=-1.28, Synergy_Loewe=-1.89, Synergy_HSA=3.11. (6) Drug 1: C1CCC(C1)C(CC#N)N2C=C(C=N2)C3=C4C=CNC4=NC=N3. Drug 2: CC(C1=C(C=CC(=C1Cl)F)Cl)OC2=C(N=CC(=C2)C3=CN(N=C3)C4CCNCC4)N. Cell line: SN12C. Synergy scores: CSS=10.2, Synergy_ZIP=-4.07, Synergy_Bliss=-0.0600, Synergy_Loewe=2.30, Synergy_HSA=2.56. (7) Drug 1: C1=CC(=C2C(=C1NCCNCCO)C(=O)C3=C(C=CC(=C3C2=O)O)O)NCCNCCO. Drug 2: C1C(C(OC1N2C=NC3=C(N=C(N=C32)Cl)N)CO)O. Cell line: HCT-15. Synergy scores: CSS=55.2, Synergy_ZIP=-6.29, Synergy_Bliss=-7.38, Synergy_Loewe=-14.0, Synergy_HSA=-4.91. (8) Drug 1: CCC(=C(C1=CC=CC=C1)C2=CC=C(C=C2)OCCN(C)C)C3=CC=CC=C3.C(C(=O)O)C(CC(=O)O)(C(=O)O)O. Drug 2: C1CNP(=O)(OC1)N(CCCl)CCCl. Cell line: NCI/ADR-RES. Synergy scores: CSS=-0.912, Synergy_ZIP=-0.792, Synergy_Bliss=-4.43, Synergy_Loewe=-6.25, Synergy_HSA=-5.40. (9) Drug 1: CN1CCC(CC1)COC2=C(C=C3C(=C2)N=CN=C3NC4=C(C=C(C=C4)Br)F)OC. Drug 2: CCC1(C2=C(COC1=O)C(=O)N3CC4=CC5=C(C=CC(=C5CN(C)C)O)N=C4C3=C2)O.Cl. Synergy scores: CSS=17.1, Synergy_ZIP=-3.10, Synergy_Bliss=0.749, Synergy_Loewe=-26.8, Synergy_HSA=-3.89. Cell line: SK-MEL-5.